Dataset: CYP1A2 inhibition data for predicting drug metabolism from PubChem BioAssay. Task: Regression/Classification. Given a drug SMILES string, predict its absorption, distribution, metabolism, or excretion properties. Task type varies by dataset: regression for continuous measurements (e.g., permeability, clearance, half-life) or binary classification for categorical outcomes (e.g., BBB penetration, CYP inhibition). Dataset: cyp1a2_veith. (1) The compound is OCc1ccc(-c2nn(Cc3ccccc3)c3ccccc23)o1. The result is 1 (inhibitor). (2) The molecule is O=c1c(-c2cc(F)cc(F)c2)nc2cnc(N3CCOCC3)nc2n1Cc1ccc(F)cc1. The result is 0 (non-inhibitor). (3) The compound is O=C1N=C(N2CCOCC2)S/C1=C\C=C/c1ccccc1. The result is 1 (inhibitor).